From a dataset of Reaction yield outcomes from USPTO patents with 853,638 reactions. Predict the reaction yield, written as a fraction of the theoretical maximum amount of product (1.0 means a 100% yield; for example, 0.34 means a 34% yield). (1) The reactants are COC[C@@H]1[C@H](C=O)[C@]1(C)C1C=C(C(C)C)C=C(C(C)C)C=1.CC12C(C)(C)[C:26]([C:32]([O:34][CH2:35][C@H:36]3[C@H:38]([CH2:39][O:40]CC)[C@@:37]3([CH3:55])[C:43]3[CH:48]=[C:47]([CH:49]([CH3:51])[CH3:50])[CH:46]=[C:45]([CH:52]([CH3:54])[CH3:53])[CH:44]=3)=O)(CC1)OC2=O. No catalyst specified. The product is [CH2:32]([O:34][CH2:35][C@H:36]1[C@H:38]([CH:39]=[O:40])[C@:37]1([CH3:55])[C:43]1[CH:44]=[C:45]([CH:52]([CH3:53])[CH3:54])[CH:46]=[C:47]([CH:49]([CH3:51])[CH3:50])[CH:48]=1)[CH3:26]. The yield is 0.830. (2) The reactants are [CH3:1][CH2:2][CH2:3][CH2:4][CH:5]([C:8]([OH:10])=[O:9])[CH2:6]C.[C:11](O[CH2:16][CH:17]([CH2:22]C)[CH2:18][CH2:19][CH2:20]C)(=O)C=C.[C:24](=O)([O-])[O-].[Cs+].[Cs+]. The catalyst is C(#N)C. The product is [CH3:11][C:8]([CH3:5])=[O:10].[CH2:18]([C:19]([CH3:20])=[O:9])[CH:17]([CH3:22])[CH3:16].[CH2:5]([C:8]([CH3:24])=[O:10])[CH3:6].[C:8]1(=[O:10])[CH2:1][CH2:2][CH2:3][CH2:4][CH2:5]1. The yield is 0.990. (3) The reactants are O[CH2:2][CH2:3][N:4]([CH2:17][C:18]([F:21])([F:20])[F:19])[C:5]1[CH:12]=[CH:11][C:8]([C:9]#[N:10])=[C:7]([C:13]([F:16])([F:15])[F:14])[CH:6]=1.[NH2:22][C:23]1[CH:28]=[CH:27][C:26]([S:29][S:29][C:26]2[CH:27]=[CH:28][C:23]([NH2:22])=[CH:24][CH:25]=2)=[CH:25][CH:24]=1.C(P(CCCC)CCCC)CCC. The catalyst is C1COCC1. The product is [NH2:22][C:23]1[CH:28]=[CH:27][C:26]([S:29][CH2:2][CH2:3][N:4]([CH2:17][C:18]([F:21])([F:20])[F:19])[C:5]2[CH:12]=[CH:11][C:8]([C:9]#[N:10])=[C:7]([C:13]([F:16])([F:15])[F:14])[CH:6]=2)=[CH:25][CH:24]=1. The yield is 0.750. (4) The product is [O:25]=[C:24]1[NH:23][C:18]2[N:19]=[CH:20][CH:21]=[CH:22][C:17]=2[CH2:15][N:1]1[CH:2]1[CH2:3][CH2:4][N:5]([C:8]([O:10][C:11]([CH3:14])([CH3:13])[CH3:12])=[O:9])[CH2:6][CH2:7]1. The reactants are [NH2:1][CH:2]1[CH2:7][CH2:6][N:5]([C:8]([O:10][C:11]([CH3:14])([CH3:13])[CH3:12])=[O:9])[CH2:4][CH2:3]1.[CH:15]([C:17]1[C:18]([NH:23][C:24](=O)[O:25]CC)=[N:19][CH:20]=[CH:21][CH:22]=1)=O.[BH4-].[Na+].C1(C)C=CC=CC=1. The catalyst is CO.C(O)(=O)C. The yield is 0.440. (5) The reactants are Br[C:2]1[CH:7]=[CH:6][CH:5]=[C:4]([N+:8]([O-:10])=[O:9])[C:3]=1[F:11].[CH2:12]([B-](F)(F)F)[C:13]1[CH:18]=[CH:17][CH:16]=[CH:15][CH:14]=1.[K+].C([O-])([O-])=O.[Cs+].[Cs+]. The catalyst is O1CCOCC1.O.O.C1C=CC(P(C2C=CC=CC=2)[C-]2C=CC=C2)=CC=1.C1C=CC(P(C2C=CC=CC=2)[C-]2C=CC=C2)=CC=1.Cl[Pd]Cl.[Fe+2]. The product is [CH2:12]([C:2]1[CH:7]=[CH:6][CH:5]=[C:4]([N+:8]([O-:10])=[O:9])[C:3]=1[F:11])[C:13]1[CH:18]=[CH:17][CH:16]=[CH:15][CH:14]=1. The yield is 0.620. (6) The reactants are O=[C:2]1[CH2:7][CH2:6][N:5]([CH2:8][C:9]2([C:15]([O:17][C:18]([CH3:21])([CH3:20])[CH3:19])=[O:16])[CH2:14][CH2:13][O:12][CH2:11][CH2:10]2)[CH2:4][CH2:3]1.C1(C)C=CC(S([CH2:31][N+:32]#[C-])(=O)=O)=CC=1.CCO.CC([O-])(C)C.[K+].C([O-])(O)=O.[Na+]. The catalyst is COCCOC. The product is [C:31]([CH:2]1[CH2:7][CH2:6][N:5]([CH2:8][C:9]2([C:15]([O:17][C:18]([CH3:21])([CH3:20])[CH3:19])=[O:16])[CH2:14][CH2:13][O:12][CH2:11][CH2:10]2)[CH2:4][CH2:3]1)#[N:32]. The yield is 0.630.